Dataset: Catalyst prediction with 721,799 reactions and 888 catalyst types from USPTO. Task: Predict which catalyst facilitates the given reaction. (1) Reactant: [OH:1][C:2]([CH2:4][CH2:5][CH2:6][CH2:7][CH2:8][CH2:9][CH2:10][CH2:11][CH3:12])=[O:3].[CH:13]1[C:14]([CH2:22][C@@H:23]([NH2:40])[CH2:24][C:25]([N:27]2[CH2:39][C:31]3=[N:32][N:33]=[C:34]([C:35]([F:38])([F:37])[F:36])[N:30]3[CH2:29][CH2:28]2)=[O:26])=[C:15]([F:21])[CH:16]=[C:17]([F:20])[C:18]=1[F:19]. Product: [CH:13]1[C:14]([CH2:22][C@@H:23]([NH2:40])[CH2:24][C:25]([N:27]2[CH2:39][C:31]3=[N:32][N:33]=[C:34]([C:35]([F:38])([F:37])[F:36])[N:30]3[CH2:29][CH2:28]2)=[O:26])=[C:15]([F:21])[CH:16]=[C:17]([F:20])[C:18]=1[F:19].[O-:3][C:2]([CH2:4][CH2:5][CH2:6][CH2:7][CH2:8][CH2:9][CH2:10][CH2:11][CH3:12])=[O:1]. The catalyst class is: 10. (2) Reactant: Cl[C:2]1[C:11]2[C:6](=[CH:7][C:8]([I:12])=[CH:9][CH:10]=2)[N:5]=[CH:4][CH:3]=1.IC1C=C2C(C(N)=CC=N2)=CC=1.[O:25]([C:32]1[CH:38]=[CH:37][C:35]([NH2:36])=[CH:34][CH:33]=1)[C:26]1[CH:31]=[CH:30][CH:29]=[CH:28][CH:27]=1. Product: [O:25]([C:32]1[CH:33]=[CH:34][C:35]([NH:36][C:2]2[C:11]3[C:6](=[CH:7][C:8]([I:12])=[CH:9][CH:10]=3)[N:5]=[CH:4][CH:3]=2)=[CH:37][CH:38]=1)[C:26]1[CH:31]=[CH:30][CH:29]=[CH:28][CH:27]=1. The catalyst class is: 51. (3) Reactant: [F:1][C:2]([F:34])([F:33])[C:3]1[CH:4]=[C:5]([CH:30]=[CH:31][CH:32]=1)[C:6]([NH:8][C:9]1[CH:10]=[C:11]([CH:27]=[CH:28][CH:29]=1)[O:12][C:13]1[CH:14]=[CH:15][C:16]2[N:17]([CH:19]=[C:20]([C:22]([O:24]CC)=[O:23])[N:21]=2)[N:18]=1)=[O:7].[OH-].[Na+].CO.Cl. Product: [F:33][C:2]([F:1])([F:34])[C:3]1[CH:4]=[C:5]([CH:30]=[CH:31][CH:32]=1)[C:6]([NH:8][C:9]1[CH:10]=[C:11]([CH:27]=[CH:28][CH:29]=1)[O:12][C:13]1[CH:14]=[CH:15][C:16]2[N:17]([CH:19]=[C:20]([C:22]([OH:24])=[O:23])[N:21]=2)[N:18]=1)=[O:7]. The catalyst class is: 6. (4) Reactant: [N:1]1[CH:6]=[CH:5][N:4]=[C:3]2[NH:7][C:8]([C:10]3[C:18]4[C:13](=[CH:14][CH:15]=[CH:16][CH:17]=4)[N:12]([CH2:19][CH2:20][CH2:21]O)[CH:11]=3)=[CH:9][C:2]=12.C(Br)(Br)(Br)Br.C1(P(C2C=CC=CC=2)C2C=CC=CC=2)C=CC=CC=1.[NH3:47]. Product: [N:1]1[CH:6]=[CH:5][N:4]=[C:3]2[NH:7][C:8]([C:10]3[C:18]4[C:13](=[CH:14][CH:15]=[CH:16][CH:17]=4)[N:12]([CH2:19][CH2:20][CH2:21][NH2:47])[CH:11]=3)=[CH:9][C:2]=12. The catalyst class is: 4.